From a dataset of M1 muscarinic receptor agonist screen with 61,833 compounds. Binary Classification. Given a drug SMILES string, predict its activity (active/inactive) in a high-throughput screening assay against a specified biological target. (1) The molecule is Brc1ccc(NC(=O)CCN2CCCCC2)cc1. The result is 0 (inactive). (2) The molecule is O=C(NCC1CCNCC1)/C=N\O. The result is 0 (inactive).